Task: Predict the reactants needed to synthesize the given product.. Dataset: Full USPTO retrosynthesis dataset with 1.9M reactions from patents (1976-2016) (1) Given the product [NH2:1][CH2:4][C@@H:5]1[O:9][C:8](=[O:10])[N:7]([C:11]2[CH:29]=[CH:28][C:14]([C:15]([NH:17][NH:18][C:19](=[O:27])[CH2:20][C:21]3[CH:26]=[CH:25][CH:24]=[CH:23][N:22]=3)=[O:16])=[C:13]([F:30])[CH:12]=2)[CH2:6]1, predict the reactants needed to synthesize it. The reactants are: [N:1]([CH2:4][C@@H:5]1[O:9][C:8](=[O:10])[N:7]([C:11]2[CH:29]=[CH:28][C:14]([C:15]([NH:17][NH:18][C:19](=[O:27])[CH2:20][C:21]3[CH:26]=[CH:25][CH:24]=[CH:23][N:22]=3)=[O:16])=[C:13]([F:30])[CH:12]=2)[CH2:6]1)=[N+]=[N-].OCC1(OC[C@@H](O)[C@@H](O)[C@H]1O)O. (2) Given the product [NH:18]([C:2]1[N:7]=[CH:6][N:5]=[C:4]2[N:8]([C:11]3[CH:12]=[N:13][CH:14]=[CH:15][CH:16]=3)[N:9]=[CH:10][C:3]=12)[NH2:19], predict the reactants needed to synthesize it. The reactants are: Cl[C:2]1[N:7]=[CH:6][N:5]=[C:4]2[N:8]([C:11]3[CH:12]=[N:13][CH:14]=[CH:15][CH:16]=3)[N:9]=[CH:10][C:3]=12.O.[NH2:18][NH2:19]. (3) Given the product [NH2:29][C:30]1[N:5]([CH2:6][CH2:7][C:8]([N:10]([CH:11]2[CH2:16][CH2:15][CH2:14][CH2:13][CH2:12]2)[CH3:17])=[O:9])[CH2:4][C:3]2[C:2](=[CH:21][CH:20]=[C:19]([O:22][C:23]3[CH:24]=[CH:25][CH:26]=[CH:27][CH:28]=3)[CH:18]=2)[N:1]=1, predict the reactants needed to synthesize it. The reactants are: [NH2:1][C:2]1[CH:21]=[CH:20][C:19]([O:22][C:23]2[CH:28]=[CH:27][CH:26]=[CH:25][CH:24]=2)=[CH:18][C:3]=1[CH2:4][NH:5][CH2:6][CH2:7][C:8]([N:10]([CH3:17])[C:11]1[CH:16]=[CH:15][CH:14]=[CH:13][CH:12]=1)=[O:9].[N:29]#[C:30]Br. (4) Given the product [Cl:1][C:2]1[CH:3]=[C:4]([C:5]#[N:6])[CH:7]=[CH:8][C:9]=1[CH2:10][Br:11], predict the reactants needed to synthesize it. The reactants are: [Cl:1][C:2]1[CH:3]=[C:4]([CH:7]=[CH:8][C:9]=1[CH3:10])[C:5]#[N:6].[Br:11]N1C(=O)CCC1=O. (5) Given the product [ClH:1].[ClH:1].[Cl:1][C:2]1[CH:11]=[C:10]2[C:5]([C:6]([CH3:19])=[N:7][N:8]=[C:9]2[NH:12][CH:13]2[CH2:18][CH2:17][N:16]([CH2:35][C:34]3[CH:37]=[CH:38][C:31]([O:30][CH2:29][CH2:28][CH2:27][OH:26])=[CH:32][CH:33]=3)[CH2:15][CH2:14]2)=[CH:4][CH:3]=1, predict the reactants needed to synthesize it. The reactants are: [Cl:1][C:2]1[CH:11]=[C:10]2[C:5]([C:6]([CH3:19])=[N:7][N:8]=[C:9]2[NH:12][CH:13]2[CH2:18][CH2:17][NH:16][CH2:15][CH2:14]2)=[CH:4][CH:3]=1.O1CCCCC1[O:26][CH2:27][CH2:28][CH2:29][O:30][C:31]1[CH:38]=[CH:37][C:34]([CH:35]=O)=[CH:33][CH:32]=1. (6) Given the product [Br:7][C:5]1[N:6]=[C:2]([CH2:9][C:10]([CH3:13])([CH3:12])[CH3:11])[S:3][CH:4]=1, predict the reactants needed to synthesize it. The reactants are: Br[C:2]1[S:3][CH:4]=[C:5]([Br:7])[N:6]=1.[I-].[CH2:9]([Zn+])[C:10]([CH3:13])([CH3:12])[CH3:11]. (7) Given the product [F:22][C:23]1[CH:29]=[CH:28][C:26]([NH:27][CH:7]2[CH2:8][CH2:9][CH2:10][C:11]3[C:2]([CH3:1])=[C:3]([NH:14][C:15](=[O:21])[CH2:16][C:17]([CH3:20])([CH3:19])[CH3:18])[C:4]([CH3:13])=[CH:5][C:6]2=3)=[CH:25][CH:24]=1, predict the reactants needed to synthesize it. The reactants are: [CH3:1][C:2]1[C:11]2[CH2:10][CH2:9][CH2:8][C:7](=O)[C:6]=2[CH:5]=[C:4]([CH3:13])[C:3]=1[NH:14][C:15](=[O:21])[CH2:16][C:17]([CH3:20])([CH3:19])[CH3:18].[F:22][C:23]1[CH:29]=[CH:28][C:26]([NH2:27])=[CH:25][CH:24]=1.CC1C=CC(S(O)(=O)=O)=CC=1.C([BH3-])#N.[Na+]. (8) Given the product [C:29]1([B:28]([C:22]2[CH:23]=[CH:24][CH:25]=[CH:26][CH:27]=2)[O:1][C:2]2[CH:11]=[CH:10][C:9]3[C:4](=[CH:5][CH:6]=[CH:7][CH:8]=3)[C:3]=2[C:12]2[O:13][C:14]3[CH:20]=[CH:19][C:18]([CH3:21])=[CH:17][C:15]=3[N:16]=2)[CH:30]=[CH:31][CH:32]=[CH:33][CH:34]=1, predict the reactants needed to synthesize it. The reactants are: [OH:1][C:2]1[CH:11]=[CH:10][C:9]2[C:4](=[CH:5][CH:6]=[CH:7][CH:8]=2)[C:3]=1[C:12]1[O:13][C:14]2[CH:20]=[CH:19][C:18]([CH3:21])=[CH:17][C:15]=2[N:16]=1.[C:22]1([B:28](O[B:28]([C:22]2[CH:23]=[CH:24][CH:25]=[CH:26][CH:27]=2)[C:29]2[CH:30]=[CH:31][CH:32]=[CH:33][CH:34]=2)[C:29]2[CH:34]=[CH:33][CH:32]=[CH:31][CH:30]=2)[CH:27]=[CH:26][CH:25]=[CH:24][CH:23]=1. (9) Given the product [CH2:12]([S:17][CH:3]1[CH2:4][CH:5]([C:9]([CH3:11])=[CH2:10])[CH2:6][C:7](=[O:8])[CH:2]1[CH3:1])[CH2:13][CH2:14][CH2:15][CH3:16], predict the reactants needed to synthesize it. The reactants are: [CH3:1][C:2]1[C:7](=[O:8])[CH2:6][CH:5]([C:9]([CH3:11])=[CH2:10])[CH2:4][CH:3]=1.[CH2:12]([SH:17])[CH2:13][CH2:14][CH2:15][CH3:16].